This data is from Forward reaction prediction with 1.9M reactions from USPTO patents (1976-2016). The task is: Predict the product of the given reaction. Given the reactants [N:1]1[C:6]2[CH2:7][NH:8][CH2:9][C:5]=2[C:4]([O:10][C:11]2[CH:12]=[C:13]3[C:17](=[CH:18][CH:19]=2)[N:16]([C:20]([NH:22][C:23]2[CH:28]=[CH:27][CH:26]=[C:25]([C:29]([F:32])([F:31])[F:30])[CH:24]=2)=[O:21])[CH:15]=[CH:14]3)=[N:3][CH:2]=1.Br[CH2:34][C:35]([NH2:37])=[O:36], predict the reaction product. The product is: [F:32][C:29]([F:31])([F:30])[C:25]1[CH:24]=[C:23]([NH:22][C:20]([N:16]2[C:17]3[C:13](=[CH:12][C:11]([O:10][C:4]4[C:5]5[CH2:9][N:8]([CH2:34][C:35](=[O:36])[NH2:37])[CH2:7][C:6]=5[N:1]=[CH:2][N:3]=4)=[CH:19][CH:18]=3)[CH:14]=[CH:15]2)=[O:21])[CH:28]=[CH:27][CH:26]=1.